This data is from Full USPTO retrosynthesis dataset with 1.9M reactions from patents (1976-2016). The task is: Predict the reactants needed to synthesize the given product. (1) Given the product [F:25][C:24]([F:27])([F:26])[C:22]1[CH:21]=[CH:20][N:19]=[C:18]([O:1][C:2]2[CH:7]=[CH:6][C:5]([CH2:8][CH2:9][OH:10])=[CH:4][CH:3]=2)[CH:23]=1, predict the reactants needed to synthesize it. The reactants are: [OH:1][C:2]1[CH:7]=[CH:6][C:5]([CH2:8][CH2:9][OH:10])=[CH:4][CH:3]=1.C([O-])([O-])=O.[K+].[K+].F[C:18]1[CH:23]=[C:22]([C:24]([F:27])([F:26])[F:25])[CH:21]=[CH:20][N:19]=1.O. (2) Given the product [O:4]=[C:3]1[NH:19][CH:17]=[N:10][C:9]2[C:8]([C:11]#[N:12])=[CH:7][NH:6][C:5]1=2, predict the reactants needed to synthesize it. The reactants are: CO[C:3]([C:5]1[NH:6][CH:7]=[C:8]([C:11]#[N:12])[C:9]=1[NH2:10])=[O:4].C[O-].[Na+].Cl.[CH:17]([NH2:19])=O. (3) The reactants are: [CH2:1]([N:3]([CH2:16][CH3:17])[C:4]1[CH:9]=[CH:8][C:7]([C:10]2[S:11][C:12]([NH2:15])=[CH:13][N:14]=2)=[CH:6][CH:5]=1)[CH3:2].C[Al](C)C.[NH:22](/[C:26](/[CH3:32])=[CH:27]\[C:28](OC)=[O:29])[C:23]([CH3:25])=O. Given the product [CH2:16]([N:3]([CH2:1][CH3:2])[C:4]1[CH:9]=[CH:8][C:7]([C:10]2[S:11][C:12]([N:15]3[C:28](=[O:29])[CH:27]=[C:26]([CH3:32])[N:22]=[C:23]3[CH3:25])=[CH:13][N:14]=2)=[CH:6][CH:5]=1)[CH3:17], predict the reactants needed to synthesize it.